Dataset: Forward reaction prediction with 1.9M reactions from USPTO patents (1976-2016). Task: Predict the product of the given reaction. (1) Given the reactants I[C:2]1[CH:3]=[C:4]([CH:9]=[CH:10][C:11]=1[CH3:12])[C:5]([O:7][CH3:8])=[O:6].[CH3:13][Si:14]([C:17]#[CH:18])([CH3:16])[CH3:15].C(N(C(C)C)CC)(C)C, predict the reaction product. The product is: [CH3:12][C:11]1[CH:10]=[CH:9][C:4]([C:5]([O:7][CH3:8])=[O:6])=[CH:3][C:2]=1[C:18]#[C:17][Si:14]([CH3:16])([CH3:15])[CH3:13]. (2) Given the reactants [C:6]([OH:8])(=[O:7])[CH2:5][CH2:4][CH2:4][CH2:5][C:6]([OH:8])=[O:7].C(O)C[CH2:13][CH2:14][CH2:15][CH2:16][OH:17].[CH3:19]C(C)=O, predict the reaction product. The product is: [OH:17][CH2:16][C:5]([CH3:4])([CH2:6][OH:8])[CH3:19].[CH2:16]([OH:17])[CH2:15][CH2:14][CH2:13][OH:7]. (3) Given the reactants Cl[C:2]1[N:7]=[CH:6][N:5]=[C:4]([NH:8][C:9]2[CH:10]=[C:11]([CH:22]=[CH:23][CH:24]=2)[CH2:12][S:13](=[N:16][C:17](=[O:21])[O:18][CH2:19][CH3:20])([CH3:15])=[O:14])[N:3]=1.[O:25]([C:32]1[CH:37]=[CH:36][CH:35]=[CH:34][C:33]=1B(O)O)[C:26]1[CH:31]=[CH:30][CH:29]=[CH:28][CH:27]=1, predict the reaction product. The product is: [CH3:15][S:13](=[N:16][C:17](=[O:21])[O:18][CH2:19][CH3:20])(=[O:14])[CH2:12][C:11]1[CH:22]=[CH:23][CH:24]=[C:9]([NH:8][C:4]2[N:3]=[C:2]([C:27]3[CH:28]=[CH:29][CH:30]=[CH:31][C:26]=3[O:25][C:32]3[CH:33]=[CH:34][CH:35]=[CH:36][CH:37]=3)[N:7]=[CH:6][N:5]=2)[CH:10]=1. (4) Given the reactants [C:1]([O:4][CH2:5][C@@H:6]1[CH:11]([O:12][C:13](=[O:15])[CH3:14])[C@H:10]([O:16][C:17](=[O:19])[CH3:18])[C@@H:9]([O:20][C:21](=[O:23])[CH3:22])[C@H:8](OC(=O)C)[O:7]1)(=[O:3])[CH3:2].[Br:28][C:29]1[CH:34]=[CH:33][C:32]([CH2:35][CH:36]2[C:44]3[C:39](=[CH:40][CH:41]=[CH:42][C:43]=3[CH3:45])[NH:38][CH2:37]2)=[CH:31][CH:30]=1.C(O)(=O)C, predict the reaction product. The product is: [C:1]([O:4][CH2:5][C@@H:6]1[C@@H:11]([O:12][C:13](=[O:15])[CH3:14])[C@H:10]([O:16][C:17](=[O:19])[CH3:18])[C@@H:9]([O:20][C:21](=[O:23])[CH3:22])[C@H:8]([N:38]2[C:39]3[C:44](=[C:43]([CH3:45])[CH:42]=[CH:41][CH:40]=3)[CH:36]([CH2:35][C:32]3[CH:31]=[CH:30][C:29]([Br:28])=[CH:34][CH:33]=3)[CH2:37]2)[O:7]1)(=[O:3])[CH3:2]. (5) Given the reactants [Cl:1][C:2]1[CH:12]=[C:11]([NH:13][CH:14]2[CH2:18][CH2:17][CH:16](O)[CH2:15]2)[C:5]([C:6]([O:8][CH2:9][CH3:10])=[O:7])=[CH:4][N:3]=1.CCN(S(F)(F)[F:26])CC.ClC1C=C(N[C@@H]2CCCC2F)C(C(OCC)=O)=CN=1.C(N1CCC(NC(=O)C2C(NC(C)C)=CC(NC3C=CC(C#N)=CN=3)=NC=2)CC1)(=O)C, predict the reaction product. The product is: [Cl:1][C:2]1[CH:12]=[C:11]([NH:13][C@H:14]2[CH2:18][CH2:17][CH:16]([F:26])[CH2:15]2)[C:5]([C:6]([O:8][CH2:9][CH3:10])=[O:7])=[CH:4][N:3]=1. (6) Given the reactants Cl[C:2]1[N:7]=[C:6]2[N:8]([CH3:12])[N:9]=[C:10]([CH3:11])[C:5]2=[CH:4][C:3]=1[CH:13]=[O:14].[CH:15]1([CH2:20][NH:21][CH2:22][CH3:23])[CH2:19][CH2:18][CH2:17][CH2:16]1, predict the reaction product. The product is: [CH:15]1([CH2:20][N:21]([CH2:22][CH3:23])[C:2]2[N:7]=[C:6]3[N:8]([CH3:12])[N:9]=[C:10]([CH3:11])[C:5]3=[CH:4][C:3]=2[CH:13]=[O:14])[CH2:19][CH2:18][CH2:17][CH2:16]1. (7) Given the reactants Br[C:2]1[CH:36]=[CH:35][C:5]([O:6][C:7]2[CH:12]=[CH:11][C:10]([S:13]([N:16](CC3C=CC(OC)=CC=3OC)[C:17]3[S:18][CH:19]=[CH:20][N:21]=3)(=[O:15])=[O:14])=[CH:9][C:8]=2[C:33]#[N:34])=[C:4]([C:37]2[N:38]([CH3:42])[N:39]=[CH:40][CH:41]=2)[CH:3]=1.[CH3:43][O:44][C:45]1[CH:50]=[CH:49][CH:48]=[CH:47][C:46]=1B(O)O.C(=O)([O-])[O-].[K+].[K+].FC(F)(F)C(O)=O, predict the reaction product. The product is: [C:33]([C:8]1[CH:9]=[C:10]([S:13]([NH:16][C:17]2[S:18][CH:19]=[CH:20][N:21]=2)(=[O:15])=[O:14])[CH:11]=[CH:12][C:7]=1[O:6][C:5]1[CH:35]=[CH:36][C:2]([C:46]2[CH:47]=[CH:48][CH:49]=[CH:50][C:45]=2[O:44][CH3:43])=[CH:3][C:4]=1[C:37]1[N:38]([CH3:42])[N:39]=[CH:40][CH:41]=1)#[N:34].